Dataset: NCI-60 drug combinations with 297,098 pairs across 59 cell lines. Task: Regression. Given two drug SMILES strings and cell line genomic features, predict the synergy score measuring deviation from expected non-interaction effect. (1) Drug 1: CC1=CC=C(C=C1)C2=CC(=NN2C3=CC=C(C=C3)S(=O)(=O)N)C(F)(F)F. Drug 2: CC1=C(C(=O)C2=C(C1=O)N3CC4C(C3(C2COC(=O)N)OC)N4)N. Cell line: ACHN. Synergy scores: CSS=42.9, Synergy_ZIP=-1.91, Synergy_Bliss=-2.20, Synergy_Loewe=-34.7, Synergy_HSA=-1.96. (2) Drug 1: C1=CC(=CC=C1C#N)C(C2=CC=C(C=C2)C#N)N3C=NC=N3. Drug 2: C1C(C(OC1N2C=C(C(=O)NC2=O)F)CO)O. Cell line: K-562. Synergy scores: CSS=24.6, Synergy_ZIP=-5.32, Synergy_Bliss=-5.24, Synergy_Loewe=-11.7, Synergy_HSA=-2.88.